This data is from Reaction yield outcomes from USPTO patents with 853,638 reactions. The task is: Predict the reaction yield, written as a fraction of the theoretical maximum amount of product (1.0 means a 100% yield; for example, 0.34 means a 34% yield). (1) The reactants are [CH2:1]([O:3][C:4](=[O:29])[CH2:5][C@@H:6]([C:22]1[CH:23]=[N:24][C:25]([CH3:28])=[N:26][CH:27]=1)[CH:7]=[CH:8][CH2:9][CH2:10][CH2:11][CH2:12][CH2:13][O:14]CC1C=CC=CC=1)[CH3:2].C1CC=CCC=1. The catalyst is [Pd].C(O)(=O)C. The product is [CH2:1]([O:3][C:4](=[O:29])[CH2:5][C@@H:6]([C:22]1[CH:23]=[N:24][C:25]([CH3:28])=[N:26][CH:27]=1)[CH2:7][CH2:8][CH2:9][CH2:10][CH2:11][CH2:12][CH2:13][OH:14])[CH3:2]. The yield is 0.880. (2) The reactants are C([Si]([O:8][CH2:9][C:10]1[CH:15]=[C:14]([O:16][CH2:17][CH3:18])[C:13]([F:19])=[C:12]([O:20][CH2:21][CH3:22])[CH:11]=1)(C)C)(C)(C)C. The catalyst is CO. The product is [CH2:21]([O:20][C:12]1[CH:11]=[C:10]([CH2:9][OH:8])[CH:15]=[C:14]([O:16][CH2:17][CH3:18])[C:13]=1[F:19])[CH3:22]. The yield is 1.00.